From a dataset of Forward reaction prediction with 1.9M reactions from USPTO patents (1976-2016). Predict the product of the given reaction. (1) Given the reactants [CH3:1][C:2]1[C:3]([C:17](=[O:19])[CH3:18])=[CH:4][C:5]2[C:6]([CH3:16])([CH3:15])[CH2:7][CH:8]([CH3:14])[C:9]([CH3:13])([CH3:12])[C:10]=2[CH:11]=1.[H-].[H-].[H-].[H-].[Li+].[Al+3].O, predict the reaction product. The product is: [CH3:1][C:2]1[C:3]([CH:17]([OH:19])[CH3:18])=[CH:4][C:5]2[C:6]([CH3:16])([CH3:15])[CH2:7][CH:8]([CH3:14])[C:9]([CH3:12])([CH3:13])[C:10]=2[CH:11]=1. (2) Given the reactants [CH3:1][O:2][C:3]([C:5]1[N:6]=[C:7](Br)[C:8]2[C:13]([C:14]=1[OH:15])=[CH:12][CH:11]=[CH:10][C:9]=2[O:16][C:17]1[CH:22]=[CH:21][CH:20]=[CH:19][CH:18]=1)=[O:4].[Cu][C:25]#[N:26].CN(C)C=O.C(Cl)(Cl)Cl.C(O)(C)C, predict the reaction product. The product is: [CH3:1][O:2][C:3]([C:5]1[N:6]=[C:7]([C:25]#[N:26])[C:8]2[C:13]([C:14]=1[OH:15])=[CH:12][CH:11]=[CH:10][C:9]=2[O:16][C:17]1[CH:22]=[CH:21][CH:20]=[CH:19][CH:18]=1)=[O:4]. (3) Given the reactants C1(C)C=CC(S(N2C3=NC=CC=C3C(C3C=C(N)SC=3)=C2)(=O)=O)=CC=1.COC1C=C(CC(O)=O)C=CC=1.[CH3:38][O:39][C:40]1[CH:41]=[C:42]([CH2:46][C:47]([NH:49][C:50]2[S:51][CH:52]=[C:53]([C:55]3[C:63]4[C:58](=[N:59][CH:60]=[CH:61][CH:62]=4)[N:57](S(C4C=CC(C)=CC=4)(=O)=O)[CH:56]=3)[CH:54]=2)=[O:48])[CH:43]=[CH:44][CH:45]=1.O[Li].O, predict the reaction product. The product is: [NH:57]1[C:58]2=[N:59][CH:60]=[CH:61][CH:62]=[C:63]2[C:55]([C:53]2[CH:54]=[C:50]([NH:49][C:47](=[O:48])[CH2:46][C:42]3[CH:43]=[CH:44][CH:45]=[C:40]([O:39][CH3:38])[CH:41]=3)[S:51][CH:52]=2)=[CH:56]1. (4) Given the reactants [OH:1][C:2]1[CH:7]=[CH:6][CH:5]=[CH:4][C:3]=1[CH:8]=[CH:9][C:10]([C:12]1[CH:17]=[CH:16][CH:15]=[CH:14][CH:13]=1)=O.[S:18]1[C:22]2[CH:23]=[CH:24][CH:25]=[CH:26][C:21]=2[N:20]=[C:19]1[NH:27][NH2:28], predict the reaction product. The product is: [S:18]1[C:22]2[CH:23]=[CH:24][CH:25]=[CH:26][C:21]=2[N:20]=[C:19]1[N:27]1[CH:10]([C:12]2[CH:17]=[CH:16][CH:15]=[CH:14][CH:13]=2)[CH2:9][C:8]([C:3]2[CH:4]=[CH:5][CH:6]=[CH:7][C:2]=2[OH:1])=[N:28]1.